Dataset: Forward reaction prediction with 1.9M reactions from USPTO patents (1976-2016). Task: Predict the product of the given reaction. (1) Given the reactants Br[C:2]1[CH:7]=[C:6]([S:8]([CH2:11][CH3:12])(=[O:10])=[O:9])[CH:5]=[CH:4][C:3]=1[O:13][CH2:14][CH2:15][CH3:16].[CH3:17][C:18]1([CH3:34])[C:22]([CH3:24])([CH3:23])[O:21][B:20]([B:20]2[O:21][C:22]([CH3:24])([CH3:23])[C:18]([CH3:34])([CH3:17])[O:19]2)[O:19]1.CC([O-])=O.[K+].CC(C1C=C(C(C)C)C(C2C=CC=CC=2P(C2CCCCC2)C2CCCCC2)=C(C(C)C)C=1)C, predict the reaction product. The product is: [CH2:11]([S:8]([C:6]1[CH:5]=[CH:4][C:3]([O:13][CH2:14][CH2:15][CH3:16])=[C:2]([B:20]2[O:21][C:22]([CH3:24])([CH3:23])[C:18]([CH3:34])([CH3:17])[O:19]2)[CH:7]=1)(=[O:10])=[O:9])[CH3:12]. (2) Given the reactants [CH:1]1([C@H:7]2[N:12]3[C:13](C(OCC)=O)=[CH:14][C:15]4[CH:16]=[CH:17][CH:18]=[C:10]([C:11]=43)[O:9][CH2:8]2)[CH2:6][CH2:5][CH2:4][CH2:3][CH2:2]1.[OH-].[Na+].C(OCC)(=O)C.O, predict the reaction product. The product is: [CH:1]1([C@H:7]2[N:12]3[CH:13]=[CH:14][C:15]4[CH:16]=[CH:17][CH:18]=[C:10]([C:11]=43)[O:9][CH2:8]2)[CH2:2][CH2:3][CH2:4][CH2:5][CH2:6]1. (3) Given the reactants [Cl:1][C:2]1[C:3]([N:11]2[CH2:20][CH2:19][C:14]3([O:18][CH2:17][CH2:16][O:15]3)[CH2:13][CH2:12]2)=[N:4][CH:5]=[C:6]([N+:8]([O-])=O)[CH:7]=1.[Cl-].[NH4+].C(O)C.C(=O)([O-])[O-].[K+].[K+], predict the reaction product. The product is: [Cl:1][C:2]1[CH:7]=[C:6]([NH2:8])[CH:5]=[N:4][C:3]=1[N:11]1[CH2:20][CH2:19][C:14]2([O:18][CH2:17][CH2:16][O:15]2)[CH2:13][CH2:12]1. (4) Given the reactants CC1(C)CCCC(C)(C)N1.C([Li])CCC.[F:16][C:17]1[CH:22]=[CH:21][CH:20]=[C:19]([F:23])[C:18]=1[CH2:24][CH2:25][OH:26].CN([CH:30]=[O:31])C, predict the reaction product. The product is: [F:16][C:17]1[C:18]([CH2:24][CH2:25][OH:26])=[C:19]([F:23])[CH:20]=[CH:21][C:22]=1[CH:30]=[O:31]. (5) The product is: [Cl:17][C:18]1[CH:19]=[C:20]([NH:21][C:2]2[C:12]3[CH:11]=[C:10]([C:13]([O:15][CH3:16])=[O:14])[CH2:9][CH2:8][NH:7][C:6]=3[N:5]=[CH:4][N:3]=2)[CH:22]=[CH:23][C:24]=1[O:25][C:26]1[CH:31]=[CH:30][CH:29]=[C:28]([S:32]([CH:35]([CH3:36])[CH3:37])(=[O:33])=[O:34])[CH:27]=1. Given the reactants Cl[C:2]1[C:12]2[CH:11]=[C:10]([C:13]([O:15][CH3:16])=[O:14])[CH2:9][CH2:8][NH:7][C:6]=2[N:5]=[CH:4][N:3]=1.[Cl:17][C:18]1[CH:19]=[C:20]([CH:22]=[CH:23][C:24]=1[O:25][C:26]1[CH:31]=[CH:30][CH:29]=[C:28]([S:32]([CH:35]([CH3:37])[CH3:36])(=[O:34])=[O:33])[CH:27]=1)[NH2:21].[Cl-].[NH+]1C=CC=CC=1.C(=O)(O)[O-].[Na+], predict the reaction product. (6) Given the reactants [C:1]([O:5][C:6](=[O:36])[NH:7][CH:8]([C:21]1[CH:26]=[CH:25][C:24]([C:27](=[O:35])[NH:28][C:29]2[CH:34]=[CH:33][N:32]=[CH:31][CH:30]=2)=[CH:23][CH:22]=1)[CH2:9][NH:10]C(OCC1C=CC=CC=1)=O)([CH3:4])([CH3:3])[CH3:2].C(O)(=O)C, predict the reaction product. The product is: [C:1]([O:5][C:6](=[O:36])[NH:7][CH:8]([C:21]1[CH:26]=[CH:25][C:24]([C:27](=[O:35])[NH:28][C:29]2[CH:34]=[CH:33][N:32]=[CH:31][CH:30]=2)=[CH:23][CH:22]=1)[CH2:9][NH2:10])([CH3:4])([CH3:2])[CH3:3]. (7) Given the reactants O1CCOCC1.Cl.[NH2:8][CH:9]1[NH:13][C@H:12]([C:14]([O:16][CH2:17][CH3:18])=[O:15])[CH2:11][CH2:10]1.C(N(CC)CC)C.C([CH:28]([C:32](Cl)=[O:33])[C:29](Cl)=[O:30])C, predict the reaction product. The product is: [OH:33][C:32]1[N:8]=[C:9]2[CH2:10][CH2:11][C@@H:12]([C:14]([O:16][CH2:17][CH3:18])=[O:15])[N:13]2[C:29](=[O:30])[CH:28]=1. (8) Given the reactants [C:1]([O:5][C:6](=[O:14])[N:7]([CH2:11][CH2:12]Cl)[CH2:8][CH2:9]Cl)([CH3:4])([CH3:3])[CH3:2].[Cl:15][C:16]1[CH:21]=[C:20]([Cl:22])[CH:19]=[CH:18][C:17]=1[CH2:23][C:24]#[N:25].[H-].[Na+], predict the reaction product. The product is: [C:1]([O:5][C:6]([N:7]1[CH2:11][CH2:12][C:23]([C:24]#[N:25])([C:17]2[CH:18]=[CH:19][C:20]([Cl:22])=[CH:21][C:16]=2[Cl:15])[CH2:9][CH2:8]1)=[O:14])([CH3:4])([CH3:3])[CH3:2]. (9) Given the reactants [C:1]([O:5][C:6](=[O:22])[NH:7][CH2:8][CH2:9][C:10]1[C:18]2[C:13](=[CH:14][C:15]([N+:19]([O-])=O)=[CH:16][CH:17]=2)[NH:12][CH:11]=1)([CH3:4])([CH3:3])[CH3:2], predict the reaction product. The product is: [C:1]([O:5][C:6](=[O:22])[NH:7][CH2:8][CH2:9][C:10]1[C:18]2[C:13](=[CH:14][C:15]([NH2:19])=[CH:16][CH:17]=2)[NH:12][CH:11]=1)([CH3:4])([CH3:2])[CH3:3]. (10) The product is: [OH:8][CH2:9][C@@H:10]1[C@H:14]2[O:15][C:16]([CH3:19])([CH3:18])[O:17][C@H:13]2[C@H:12]([N:20]2[CH:25]=[CH:24][C:23](=[O:26])[NH:22][C:21]2=[O:27])[S:11]1. Given the reactants [Si]([O:8][CH2:9][C@@H:10]1[C@H:14]2[O:15][C:16]([CH3:19])([CH3:18])[O:17][C@H:13]2[C@H:12]([N:20]2[CH:25]=[CH:24][C:23](=[O:26])[NH:22][C:21]2=[O:27])[S:11]1)(C(C)(C)C)(C)C.[F-].C([N+](CCCC)(CCCC)CCCC)CCC, predict the reaction product.